Predict which catalyst facilitates the given reaction. From a dataset of Catalyst prediction with 721,799 reactions and 888 catalyst types from USPTO. The catalyst class is: 12. Reactant: [C:1]([C:3]1[CH:4]=[C:5]([C:13]2[O:17][N:16]=[C:15]([C:18]3[CH:26]=[CH:25][CH:24]=[C:23]4[C:19]=3[CH2:20][CH2:21][C@H:22]4[NH:27]C(=O)OC(C)(C)C)[N:14]=2)[CH:6]=[CH:7][C:8]=1[O:9][CH:10]([CH3:12])[CH3:11])#[N:2].Cl. Product: [NH2:27][C@H:22]1[C:23]2[C:19](=[C:18]([C:15]3[N:14]=[C:13]([C:5]4[CH:6]=[CH:7][C:8]([O:9][CH:10]([CH3:12])[CH3:11])=[C:3]([CH:4]=4)[C:1]#[N:2])[O:17][N:16]=3)[CH:26]=[CH:25][CH:24]=2)[CH2:20][CH2:21]1.